Predict the reaction yield, written as a fraction of the theoretical maximum amount of product (1.0 means a 100% yield; for example, 0.34 means a 34% yield). From a dataset of Reaction yield outcomes from USPTO patents with 853,638 reactions. (1) The reactants are [Al+3].[Cl-].[Cl-].[Cl-].[C:5](Cl)(=[O:10])[CH2:6][CH:7]([CH3:9])[CH3:8].C[Si]([C:16]#[C:17][CH2:18][CH2:19][CH2:20][CH3:21])(C)C. The catalyst is C(Cl)(Cl)(Cl)Cl. The product is [CH3:8][CH:7]([CH2:6][C:5](=[O:10])[C:16]#[C:17][CH2:18][CH2:19][CH2:20][CH3:21])[CH3:9]. The yield is 1.00. (2) The reactants are [Cl:1][C:2]1[CH:7]=[CH:6][C:5]([C:8]2[C:12]3[CH2:13][N:14]([C:17](=[O:19])[CH3:18])[CH2:15][CH2:16][C:11]=3[N:10]([CH2:20][C@@H:21]3[CH2:23][O:22]3)[N:9]=2)=[CH:4][C:3]=1[CH3:24].[Cl:25][C:26]1[CH:27]=[CH:28][C:29]2[NH:33][C:32](=[O:34])[N:31]([CH:35]3[CH2:40][CH2:39][NH:38][CH2:37][CH2:36]3)[C:30]=2[CH:41]=1. The catalyst is CCO.C(Cl)Cl. The product is [C:17]([N:14]1[CH2:15][CH2:16][C:11]2[N:10]([CH2:20][C@@H:21]([OH:22])[CH2:23][N:38]3[CH2:37][CH2:36][CH:35]([N:31]4[C:30]5[CH:41]=[C:26]([Cl:25])[CH:27]=[CH:28][C:29]=5[NH:33][C:32]4=[O:34])[CH2:40][CH2:39]3)[N:9]=[C:8]([C:5]3[CH:6]=[CH:7][C:2]([Cl:1])=[C:3]([CH3:24])[CH:4]=3)[C:12]=2[CH2:13]1)(=[O:19])[CH3:18]. The yield is 0.120. (3) The reactants are [OH:1][C:2]1[CH:7]=[CH:6][C:5]([C:8](=[O:10])[CH3:9])=[CH:4][C:3]=1[O:11][CH3:12].C(=O)([O-])[O-].[K+].[K+].Cl.Cl[CH2:21][C:22]1[CH:23]=[CH:24][C:25]([O:28][CH3:29])=[N:26][CH:27]=1. The catalyst is C(#N)C.O. The product is [CH3:12][O:11][C:3]1[CH:4]=[C:5]([C:8](=[O:10])[CH3:9])[CH:6]=[CH:7][C:2]=1[O:1][CH2:21][C:22]1[CH:27]=[N:26][C:25]([O:28][CH3:29])=[CH:24][CH:23]=1. The yield is 0.850. (4) The reactants are [Cl:1][C:2]1[CH:3]=[C:4]([CH:6]=[CH:7][CH:8]=1)[NH2:5].[N:9]([O-])=O.[Na+].C([O-])(=O)C.[Na+].[C:18]([CH2:21][C:22](=[O:24])[CH3:23])(=[O:20])[CH3:19]. The catalyst is O.Cl.C(O)C. The product is [Cl:1][C:2]1[CH:3]=[C:4]([NH:5][N:9]=[C:21]([C:22](=[O:24])[CH3:23])[C:18](=[O:20])[CH3:19])[CH:6]=[CH:7][CH:8]=1. The yield is 0.240.